Dataset: M1 muscarinic receptor antagonist screen with 61,756 compounds. Task: Binary Classification. Given a drug SMILES string, predict its activity (active/inactive) in a high-throughput screening assay against a specified biological target. (1) The drug is O1C2(N(C(=O)NC(C2)c2c1cccc2)c1cc(ccc1)C(=O)Nc1[nH]ncn1)C. The result is 0 (inactive). (2) The compound is S(=O)(=O)(N(C(C)C)Cc1onc(n1)c1ccccc1)c1ccccc1. The result is 0 (inactive). (3) The compound is S(c1oc(nn1)C1N(CCC1)C(OC(C)(C)C)=O)CC(=O)Nc1c(cccc1C)C. The result is 0 (inactive). (4) The drug is Clc1cc(N2C(=O)C3C(ON=C3c3c(OC)c(OC)ccc3)C2=O)c(OC)cc1. The result is 0 (inactive). (5) The drug is o1nc(c(c1C)C(=O)Nc1cccnc1)c1ccccc1. The result is 0 (inactive). (6) The drug is O1C(COc2c1cccc2)C(=O)Nc1cc2CCCc2cc1. The result is 0 (inactive).